Dataset: Reaction yield outcomes from USPTO patents with 853,638 reactions. Task: Predict the reaction yield, written as a fraction of the theoretical maximum amount of product (1.0 means a 100% yield; for example, 0.34 means a 34% yield). (1) The reactants are [NH2:1][C:2]1[C:3]([C:9]([NH2:11])=[O:10])=[N:4][C:5]([Cl:8])=[CH:6][CH:7]=1.Cl.Cl[C:14](N)=[NH:15].CS(C)(=O)=O.S1(CCCC1)(=O)=O.N. The catalyst is O. The product is [NH2:15][C:14]1[NH:11][C:9](=[O:10])[C:3]2[N:4]=[C:5]([Cl:8])[CH:6]=[CH:7][C:2]=2[N:1]=1. The yield is 0.980. (2) The reactants are [C:1]([C:5]1[CH:10]=[C:9](Br)[C:8]([N+:12]([O-:14])=[O:13])=[CH:7][C:6]=1[O:15][CH3:16])([CH3:4])([CH3:3])[CH3:2].[F-:17].[K+].[K+].[Br-].Cl[C:22]([F:28])([F:27])C(OC)=O. The catalyst is CN(C=O)C.O.[Cu]I. The product is [C:1]([C:5]1[CH:10]=[C:9]([C:22]([F:28])([F:17])[F:27])[C:8]([N+:12]([O-:14])=[O:13])=[CH:7][C:6]=1[O:15][CH3:16])([CH3:4])([CH3:3])[CH3:2]. The yield is 0.610. (3) The reactants are [CH3:1][O:2][C:3]1[CH:8]=[CH:7][C:6]([CH2:9][N:10]2[C:15](=[O:16])[C:14](/[CH:17]=[CH:18]/[C:19]([O:21][CH2:22][CH2:23][CH2:24][CH3:25])=[O:20])=[CH:13][C:12]([O:26]CC3C=CC(OC)=CC=3)=[N:11]2)=[CH:5][CH:4]=1.O1CCOCC1. The catalyst is C(O)C.[Pd]. The product is [CH3:1][O:2][C:3]1[CH:8]=[CH:7][C:6]([CH2:9][N:10]2[C:15](=[O:16])[C:14]([CH2:17][CH2:18][C:19]([O:21][CH2:22][CH2:23][CH2:24][CH3:25])=[O:20])=[CH:13][C:12](=[O:26])[NH:11]2)=[CH:5][CH:4]=1. The yield is 0.890. (4) The reactants are [C:1]1([C:7]2[CH:15]=[C:14]3[C:10]([CH2:11][C:12](=[O:16])[NH:13]3)=[CH:9][CH:8]=2)[CH:6]=[CH:5][CH:4]=[CH:3][CH:2]=1.[CH3:17][N:18]([CH3:33])[CH2:19][CH2:20][NH:21][C:22]([C:24]1[C:28]([CH3:29])=[C:27]([CH:30]=O)[NH:26][C:25]=1[CH3:32])=[O:23]. No catalyst specified. The product is [CH3:17][N:18]([CH3:33])[CH2:19][CH2:20][NH:21][C:22]([C:24]1[C:28]([CH3:29])=[C:27]([CH:30]=[C:11]2[C:10]3[C:14](=[CH:15][C:7]([C:1]4[CH:2]=[CH:3][CH:4]=[CH:5][CH:6]=4)=[CH:8][CH:9]=3)[NH:13][C:12]2=[O:16])[NH:26][C:25]=1[CH3:32])=[O:23]. The yield is 0.360.